Dataset: Merck oncology drug combination screen with 23,052 pairs across 39 cell lines. Task: Regression. Given two drug SMILES strings and cell line genomic features, predict the synergy score measuring deviation from expected non-interaction effect. (1) Drug 1: N.N.O=C(O)C1(C(=O)O)CCC1.[Pt]. Drug 2: Cn1c(=O)n(-c2ccc(C(C)(C)C#N)cc2)c2c3cc(-c4cnc5ccccc5c4)ccc3ncc21. Cell line: SW620. Synergy scores: synergy=13.6. (2) Drug 1: CC1CC2C3CCC4=CC(=O)C=CC4(C)C3(F)C(O)CC2(C)C1(O)C(=O)CO. Drug 2: O=C(NOCC(O)CO)c1ccc(F)c(F)c1Nc1ccc(I)cc1F. Cell line: HCT116. Synergy scores: synergy=-1.33. (3) Drug 1: Cn1nnc2c(C(N)=O)ncn2c1=O. Drug 2: NC(=O)c1cccc2cn(-c3ccc(C4CCCNC4)cc3)nc12. Cell line: MDAMB436. Synergy scores: synergy=51.1. (4) Drug 2: CNC(=O)c1cc(Oc2ccc(NC(=O)Nc3ccc(Cl)c(C(F)(F)F)c3)cc2)ccn1. Drug 1: Cc1nc(Nc2ncc(C(=O)Nc3c(C)cccc3Cl)s2)cc(N2CCN(CCO)CC2)n1. Cell line: KPL1. Synergy scores: synergy=3.05. (5) Drug 1: CN1C(=O)C=CC2(C)C3CCC4(C)C(NC(=O)OCC(F)(F)F)CCC4C3CCC12. Drug 2: CS(=O)(=O)CCNCc1ccc(-c2ccc3ncnc(Nc4ccc(OCc5cccc(F)c5)c(Cl)c4)c3c2)o1. Cell line: A2780. Synergy scores: synergy=15.2.